This data is from Catalyst prediction with 721,799 reactions and 888 catalyst types from USPTO. The task is: Predict which catalyst facilitates the given reaction. (1) Reactant: [CH2:1]([S:3][C:4]1[CH:12]=[CH:11][C:7]([C:8]([OH:10])=O)=[CH:6][CH:5]=1)[CH3:2].C1N=CN(C(N2C=NC=C2)=O)C=1.Cl.[NH2:26][CH2:27][C:28]1[CH:29]=[C:30]2[C:34](=[CH:35][CH:36]=1)[C:33](=[O:37])[N:32]([C:38]1([CH3:46])[CH2:43][CH2:42][C:41](=[O:44])[NH:40][C:39]1=[O:45])[C:31]2=[O:47].CCOC(C)=O. Product: [CH2:1]([S:3][C:4]1[CH:5]=[CH:6][C:7]([C:8]([NH:26][CH2:27][C:28]2[CH:29]=[C:30]3[C:34](=[CH:35][CH:36]=2)[C:33](=[O:37])[N:32]([C:38]2([CH3:46])[CH2:43][CH2:42][C:41](=[O:44])[NH:40][C:39]2=[O:45])[C:31]3=[O:47])=[O:10])=[CH:11][CH:12]=1)[CH3:2]. The catalyst class is: 9. (2) Reactant: [Na].CC(=[N:5][OH:6])C.Cl.[N:8]1(CCCl)[CH2:13][CH2:12][CH2:11][CH2:10][CH2:9]1.[OH-].[Na+].[CH2:19](O)[CH3:20]. Product: [CH2:19]([CH:13]1[CH2:12][CH2:11][CH2:10][CH2:9][N:8]1[O:6][NH2:5])[CH3:20]. The catalyst class is: 33. (3) Reactant: [CH2:1]1[C:3]2([CH2:8][N:7]([C:9]3[C:10]4[CH:17]=[CH:16][NH:15][C:11]=4[N:12]=[CH:13][N:14]=3)[CH2:6][CH2:5][NH:4]2)[CH2:2]1.C(N(CC)CC)C.Cl[S:26]([NH:29][C:30](=[O:36])[O:31][C:32]([CH3:35])([CH3:34])[CH3:33])(=[O:28])=[O:27]. Product: [N:12]1[C:11]2[NH:15][CH:16]=[CH:17][C:10]=2[C:9]([N:7]2[CH2:6][CH2:5][N:4]([S:26]([NH:29][C:30](=[O:36])[O:31][C:32]([CH3:34])([CH3:33])[CH3:35])(=[O:27])=[O:28])[C:3]3([CH2:1][CH2:2]3)[CH2:8]2)=[N:14][CH:13]=1. The catalyst class is: 2. (4) Reactant: [F:1][C:2]1[CH:7]=[CH:6][C:5]([C:8]2[N:9]=[C:10]3[N:14]([CH:15]=2)[CH:13]=[CH:12][S:11]3)=[CH:4][C:3]=1[O:16][CH3:17].[C:18](OC(=O)C)(=[O:20])[CH3:19].S(=O)(=O)(O)O. Product: [F:1][C:2]1[CH:7]=[CH:6][C:5]([C:8]2[N:9]=[C:10]3[N:14]([C:15]=2[C:18](=[O:20])[CH3:19])[CH:13]=[CH:12][S:11]3)=[CH:4][C:3]=1[O:16][CH3:17]. The catalyst class is: 6.